Dataset: Reaction yield outcomes from USPTO patents with 853,638 reactions. Task: Predict the reaction yield, written as a fraction of the theoretical maximum amount of product (1.0 means a 100% yield; for example, 0.34 means a 34% yield). (1) The reactants are [F:1][C:2]1[CH:9]=[CH:8][C:5]([CH2:6][NH2:7])=[CH:4][CH:3]=1.C[CH2:11][O:12]C(C)=O. The catalyst is C(OCC)=O. The product is [F:1][C:2]1[CH:9]=[CH:8][C:5]([CH2:6][NH:7][CH:11]=[O:12])=[CH:4][CH:3]=1. The yield is 0.710. (2) The reactants are [C:1]([C:5]1[CH:10]=[C:9]([Br:11])[C:8]([N+:12]([O-:14])=[O:13])=[CH:7][C:6]=1[OH:15])([CH3:4])([CH3:3])[CH3:2].C([O-])([O-])=O.[Cs+].[Cs+].[CH2:22](Br)[C:23]1[CH:28]=[CH:27][CH:26]=[CH:25][CH:24]=1. The catalyst is CN(C=O)C.O. The product is [C:1]([C:5]1[CH:10]=[C:9]([Br:11])[C:8]([N+:12]([O-:14])=[O:13])=[CH:7][C:6]=1[O:15][CH2:22][C:23]1[CH:28]=[CH:27][CH:26]=[CH:25][CH:24]=1)([CH3:4])([CH3:2])[CH3:3]. The yield is 0.940. (3) The yield is 0.700. The product is [Cl:38][C:32]1[CH:33]=[CH:34][CH:35]=[C:36]([Cl:37])[C:31]=1[C:29]([NH:28][C:25]1[CH:26]=[CH:27][C:22]([CH2:21][C@@H:4]([C:3]([OH:39])=[O:2])[NH:5][C:6]([C:8]2([CH2:13][CH2:14][CH2:15][CH2:16][S:17]([CH3:20])(=[O:19])=[O:18])[CH2:9][CH2:10][CH2:11][CH2:12]2)=[S:7])=[CH:23][CH:24]=1)=[O:30]. The reactants are C[O:2][C:3](=[O:39])[C@H:4]([CH2:21][C:22]1[CH:27]=[CH:26][C:25]([NH:28][C:29]([C:31]2[C:36]([Cl:37])=[CH:35][CH:34]=[CH:33][C:32]=2[Cl:38])=[O:30])=[CH:24][CH:23]=1)[NH:5][C:6]([C:8]1([CH2:13][CH2:14][CH2:15][CH2:16][S:17]([CH3:20])(=[O:19])=[O:18])[CH2:12][CH2:11][CH2:10][CH2:9]1)=[S:7].[OH-].[Na+]. The catalyst is C(O)C.O.C(OCC)C. (4) The reactants are C[O:2][C:3]([C:5]1[C:6](=[O:23])[O:7][C:8]2[CH:14]=[C:13]([O:15][CH2:16][C:17]3[CH:22]=[CH:21][CH:20]=[CH:19][CH:18]=3)[CH:12]=[CH:11][C:9]=2[CH:10]=1)=[O:4].[OH-].[Na+].Cl.O. The catalyst is C(O)C. The product is [CH2:16]([O:15][C:13]1[CH:12]=[CH:11][C:9]2[CH:10]=[C:5]([C:3]([OH:4])=[O:2])[C:6](=[O:23])[O:7][C:8]=2[CH:14]=1)[C:17]1[CH:18]=[CH:19][CH:20]=[CH:21][CH:22]=1. The yield is 0.900. (5) The reactants are [Cl:1][CH2:2][C:3]([NH:5][C:6]1[CH:7]=[C:8]2[C:12](=[CH:13][CH:14]=1)[C:11](=[O:15])[O:10][CH2:9]2)=O.Cl.[OH-].[Na+]. The catalyst is C1COCC1. The product is [Cl:1][CH2:2][CH2:3][NH:5][C:6]1[CH:7]=[C:8]2[C:12](=[CH:13][CH:14]=1)[C:11](=[O:15])[O:10][CH2:9]2. The yield is 0.420. (6) The reactants are Br[CH2:2][C:3]#[C:4][C:5]1[CH:6]=[C:7]([N:16]([C@H:19]2[CH2:24][CH2:23][C@H:22]([N:25]([C:27]([O:29][C:30]([CH3:33])([CH3:32])[CH3:31])=[O:28])[CH3:26])[CH2:21][CH2:20]2)[CH2:17][CH3:18])[C:8]([CH3:15])=[C:9]([CH:14]=1)[C:10]([O:12][CH3:13])=[O:11].[NH:34]1[CH2:39][CH2:38][O:37][CH2:36][CH2:35]1. The catalyst is CN(C=O)C. The product is [C:30]([O:29][C:27]([N:25]([CH3:26])[C@H:22]1[CH2:21][CH2:20][C@H:19]([N:16]([CH2:17][CH3:18])[C:7]2[C:8]([CH3:15])=[C:9]([CH:14]=[C:5]([C:4]#[C:3][CH2:2][N:34]3[CH2:39][CH2:38][O:37][CH2:36][CH2:35]3)[CH:6]=2)[C:10]([O:12][CH3:13])=[O:11])[CH2:24][CH2:23]1)=[O:28])([CH3:33])([CH3:32])[CH3:31]. The yield is 0.987. (7) The reactants are [CH2:1]([O:8][C:9]([NH:11][C:12]1[C:13]([C:28]([OH:30])=O)=[N:14][C:15]2[C:20]([CH:21]=1)=[CH:19][CH:18]=[C:17]([N:22]1[CH2:27][CH2:26][O:25][CH2:24][CH2:23]1)[CH:16]=2)=[O:10])[C:2]1[CH:7]=[CH:6][CH:5]=[CH:4][CH:3]=1.[NH2:31][C:32]1[CH:33]=[N:34][CH:35]=[CH:36][C:37]=1[N:38]1[CH2:43][C@H:42]([CH3:44])[C@H:41]([N:45]2[CH:49]=[CH:48][N:47]=[N:46]2)[C@H:40]([NH:50][C:51](=[O:57])[O:52][C:53]([CH3:56])([CH3:55])[CH3:54])[CH2:39]1.CN(C(ON1N=NC2C=CC=NC1=2)=[N+](C)C)C.F[P-](F)(F)(F)(F)F.CCN(C(C)C)C(C)C. The catalyst is CN(C=O)C.CO.O. The product is [C:53]([O:52][C:51]([NH:50][C@H:40]1[C@@H:41]([N:45]2[CH:49]=[CH:48][N:47]=[N:46]2)[C@@H:42]([CH3:44])[CH2:43][N:38]([C:37]2[CH:36]=[CH:35][N:34]=[CH:33][C:32]=2[NH:31][C:28]([C:13]2[C:12]([NH:11][C:9](=[O:10])[O:8][CH2:1][C:2]3[CH:7]=[CH:6][CH:5]=[CH:4][CH:3]=3)=[CH:21][C:20]3[C:15](=[CH:16][C:17]([N:22]4[CH2:27][CH2:26][O:25][CH2:24][CH2:23]4)=[CH:18][CH:19]=3)[N:14]=2)=[O:30])[CH2:39]1)=[O:57])([CH3:54])([CH3:55])[CH3:56]. The yield is 0.330. (8) The reactants are [CH3:1][N:2]1[CH:6]=[C:5]([NH:7]C(=O)OC(C)(C)C)[N:4]=[C:3]1[CH3:15].[ClH:16]. The catalyst is ClCCl.O1CCOCC1. The product is [ClH:16].[CH3:1][N:2]1[CH:6]=[C:5]([NH2:7])[N:4]=[C:3]1[CH3:15]. The yield is 0.550. (9) The reactants are N(C(C)(C)C#N)=NC(C)(C)C#N.[CH3:13][C:14]1[CH:21]=[CH:20][CH:19]=[CH:18][C:15]=1[C:16]#[N:17].[Br:22]N1C(=O)CCC1=O. The catalyst is C(Cl)(Cl)(Cl)Cl. The product is [Br:22][CH2:13][C:14]1[CH:21]=[CH:20][CH:19]=[CH:18][C:15]=1[C:16]#[N:17]. The yield is 0.570. (10) The reactants are Br[C:2]1[C:14]2[C:13]3[C:8](=[CH:9][C:10]([C:15]([CH3:18])([CH3:17])[CH3:16])=[CH:11][CH:12]=3)[CH2:7][C:6]=2[CH:5]=[C:4]([C:19]([CH3:22])([CH3:21])[CH3:20])[CH:3]=1.[C:23]1(B(O)O)[CH:28]=[CH:27][CH:26]=[CH:25][CH:24]=1.C([O-])([O-])=O.[Na+].[Na+]. The catalyst is C1(C)C=CC=CC=1.CCO.O.C1C=CC([P]([Pd]([P](C2C=CC=CC=2)(C2C=CC=CC=2)C2C=CC=CC=2)([P](C2C=CC=CC=2)(C2C=CC=CC=2)C2C=CC=CC=2)[P](C2C=CC=CC=2)(C2C=CC=CC=2)C2C=CC=CC=2)(C2C=CC=CC=2)C2C=CC=CC=2)=CC=1. The product is [C:23]1([C:2]2[C:14]3[C:13]4[C:8](=[CH:9][C:10]([C:15]([CH3:17])([CH3:18])[CH3:16])=[CH:11][CH:12]=4)[CH2:7][C:6]=3[CH:5]=[C:4]([C:19]([CH3:20])([CH3:22])[CH3:21])[CH:3]=2)[CH:28]=[CH:27][CH:26]=[CH:25][CH:24]=1. The yield is 0.810.